From a dataset of Full USPTO retrosynthesis dataset with 1.9M reactions from patents (1976-2016). Predict the reactants needed to synthesize the given product. (1) Given the product [C:45]1([C:51]#[C:52][C:53]2[N:57]3[CH:58]=[CH:59][CH:60]=[CH:61][C:56]3=[N:55][C:54]=2[CH2:62][O:1][C:2]2[CH:3]=[C:4]([CH:9]=[CH:10][CH:11]=2)[C:5]([O:7][CH3:8])=[O:6])[CH:46]=[CH:47][CH:48]=[CH:49][CH:50]=1, predict the reactants needed to synthesize it. The reactants are: [OH:1][C:2]1[CH:3]=[C:4]([CH:9]=[CH:10][CH:11]=1)[C:5]([O:7][CH3:8])=[O:6].C1(P(C2C=CC=CC=2)C2C=CC=CC=2)C=CC=CC=1.CC(OC(/N=N/C(OC(C)C)=O)=O)C.[C:45]1([C:51]#[C:52][C:53]2[N:57]3[CH:58]=[CH:59][CH:60]=[CH:61][C:56]3=[N:55][C:54]=2[CH2:62]O)[CH:50]=[CH:49][CH:48]=[CH:47][CH:46]=1. (2) The reactants are: [C:1]([Cl:4])(=O)[CH3:2].Cl.[NH2:6][C:7]1[CH:15]=[CH:14][C:10]([C:11]([OH:13])=[O:12])=[CH:9][C:8]=1[OH:16].C(OC(=O)C)C. Given the product [ClH:4].[NH2:6][C:7]1[CH:15]=[CH:14][C:10]([C:11]([O:13][CH2:1][CH3:2])=[O:12])=[CH:9][C:8]=1[OH:16], predict the reactants needed to synthesize it. (3) Given the product [NH2:26][CH2:25][CH2:24][NH:27][C:12]1[CH:13]=[C:14]([C:15]2[NH:16][CH:17]=[CH:18][CH:19]=2)[C:5]2[C:6](=[O:11])[NH:7][C:8]3[C:4]=2[C:3]=1[C:2]([F:1])=[CH:10][CH:9]=3, predict the reactants needed to synthesize it. The reactants are: [F:1][C:2]1[C:3](/[C:12](/I)=[CH:13]/[C:14](=O)[C:15]2[NH:16][CH:17]=[CH:18][CH:19]=2)=[C:4]2[C:8](=[CH:9][CH:10]=1)[NH:7][C:6](=[O:11])[CH2:5]2.[H-].[Na+].[CH2:24]([NH2:27])[CH2:25][NH2:26]. (4) Given the product [Br:1][C:2]1[CH:3]=[C:4]2[C:12](=[C:13]([C:15](=[O:17])[NH2:16])[CH:14]=1)[N:11]([CH2:18][CH:19]1[CH2:21][CH2:20]1)[C:10]1[CH:9]=[C:8]([C:22]([OH:24])=[O:23])[CH:7]=[CH:6][C:5]2=1, predict the reactants needed to synthesize it. The reactants are: [Br:1][C:2]1[CH:3]=[C:4]2[C:12](=[C:13]([C:15](=[O:17])[NH2:16])[CH:14]=1)[N:11]([CH2:18][CH:19]1[CH2:21][CH2:20]1)[C:10]1[CH:9]=[C:8]([C:22]([O:24]CC)=[O:23])[CH:7]=[CH:6][C:5]2=1.CO.[OH-].[Na+]. (5) The reactants are: [Cl:1][C:2]1[CH:9]=[C:8]([N:10]2[C:14]([CH3:15])=[CH:13][C:12]([CH3:16])=[N:11]2)[CH:7]=[CH:6][C:3]=1[C:4]#[N:5].O.CN([CH:21]=[O:22])C. Given the product [Cl:1][C:2]1[CH:9]=[C:8]([N:10]2[C:14]([CH3:15])=[C:13]([CH:21]=[O:22])[C:12]([CH3:16])=[N:11]2)[CH:7]=[CH:6][C:3]=1[C:4]#[N:5], predict the reactants needed to synthesize it. (6) Given the product [O:1]=[C:2]1[C:11]2[C:6](=[CH:7][CH:8]=[CH:9][CH:10]=2)[N:5]=[C:4]([S:12][CH2:13][C:14]([OH:16])=[O:15])[NH:3]1, predict the reactants needed to synthesize it. The reactants are: [O:1]=[C:2]1[C:11]2[C:6](=[CH:7][CH:8]=[CH:9][CH:10]=2)[N:5]=[C:4]([S:12][CH2:13][C:14]([O:16]C(C)(C)C)=[O:15])[NH:3]1.FC(F)(F)C(O)=O. (7) Given the product [NH2:22][C:23]1[CH2:29][C:28]([C:30]([O:32][CH2:33][CH3:34])=[O:31])=[CH:27][C:26]2[CH:35]=[C:36]([C:9]3[CH:10]=[CH:11][C:12]([N:15]4[CH2:19][CH2:18][O:17][C:16]4=[O:20])=[CH:13][CH:14]=3)[CH:37]=[CH:38][C:25]=2[N:24]=1, predict the reactants needed to synthesize it. The reactants are: CC1(C)C(C)(C)OB([C:9]2[CH:14]=[CH:13][C:12]([N:15]3[CH2:19][CH2:18][O:17][C:16]3=[O:20])=[CH:11][CH:10]=2)O1.[NH2:22][C:23]1[CH2:29][C:28]([C:30]([O:32][CH2:33][CH3:34])=[O:31])=[CH:27][C:26]2[CH:35]=[C:36](Br)[CH:37]=[CH:38][C:25]=2[N:24]=1.C(=O)([O-])[O-].[Cs+].[Cs+].B(O)O.O1CCNC1=O. (8) Given the product [CH3:23][C:13]1[S:14][C:15]([C:16]2[CH:17]=[C:18]([CH3:22])[CH:19]=[CH:20][CH:21]=2)=[C:11]([C:9]([N:8]2[CH2:7][C@H:6]3[C@H:4]([CH2:5]3)[C@H:3]2[CH2:2][NH:1][C:33]([C:32]2[N:27]3[C:28]([S:29][C:25]([CH3:24])=[CH:26]3)=[N:30][C:31]=2[CH3:36])=[O:34])=[O:10])[N:12]=1, predict the reactants needed to synthesize it. The reactants are: [NH2:1][CH2:2][C@H:3]1[N:8]([C:9]([C:11]2[N:12]=[C:13]([CH3:23])[S:14][C:15]=2[C:16]2[CH:17]=[C:18]([CH3:22])[CH:19]=[CH:20][CH:21]=2)=[O:10])[CH2:7][C@H:6]2[C@@H:4]1[CH2:5]2.[CH3:24][C:25]1[S:29][C:28]2=[N:30][C:31]([CH3:36])=[C:32]([C:33](O)=[O:34])[N:27]2[CH:26]=1. (9) Given the product [CH2:1]([N:8]1[CH2:12][C@@H:11]([NH:13][CH2:14][C:15]2[CH:20]=[CH:19][C:18]([F:21])=[CH:17][C:16]=2[F:22])[CH2:10][C@H:9]1[C:30]([N:44]1[CH2:45][CH2:46][N:41]([C:36]2[CH:37]=[CH:38][C:39]([Cl:40])=[C:34]([Cl:33])[CH:35]=2)[CH2:42][CH2:43]1)=[O:31])[C:2]1[CH:7]=[CH:6][CH:5]=[CH:4][CH:3]=1, predict the reactants needed to synthesize it. The reactants are: [CH2:1]([N:8]1[CH2:12][CH:11]([N:13](C(OC(C)(C)C)=O)[CH2:14][C:15]2[CH:20]=[CH:19][C:18]([F:21])=[CH:17][C:16]=2[F:22])[CH2:10][CH:9]1[C:30](O)=[O:31])[C:2]1[CH:7]=[CH:6][CH:5]=[CH:4][CH:3]=1.[Cl:33][C:34]1[CH:35]=[C:36]([N:41]2[CH2:46][CH2:45][NH:44][CH2:43][CH2:42]2)[CH:37]=[CH:38][C:39]=1[Cl:40].